Dataset: Peptide-MHC class I binding affinity with 185,985 pairs from IEDB/IMGT. Task: Regression. Given a peptide amino acid sequence and an MHC pseudo amino acid sequence, predict their binding affinity value. This is MHC class I binding data. (1) The peptide sequence is KTQAIDGEF. The MHC is HLA-A32:01 with pseudo-sequence HLA-A32:01. The binding affinity (normalized) is 0.403. (2) The peptide sequence is LLWAARPRL. The MHC is HLA-A68:02 with pseudo-sequence HLA-A68:02. The binding affinity (normalized) is 0.0915.